From a dataset of Catalyst prediction with 721,799 reactions and 888 catalyst types from USPTO. Predict which catalyst facilitates the given reaction. (1) Reactant: [C:1]([O:5][C:6]([N:8]([CH3:12])[CH2:9][CH2:10][OH:11])=[O:7])([CH3:4])([CH3:3])[CH3:2].O[C:14]1[CH:23]=[CH:22][C:17]([C:18]([O:20][CH3:21])=[O:19])=[CH:16][CH:15]=1.C1(P(C2C=CC=CC=2)C2C=CC=CC=2)C=CC=CC=1.CC(OC(/N=N/C(OC(C)C)=O)=O)C. Product: [C:1]([O:5][C:6]([N:8]([CH2:9][CH2:10][O:11][C:14]1[CH:23]=[CH:22][C:17]([C:18]([O:20][CH3:21])=[O:19])=[CH:16][CH:15]=1)[CH3:12])=[O:7])([CH3:4])([CH3:3])[CH3:2]. The catalyst class is: 1. (2) Product: [Cl:23][C:24]1[CH:31]=[CH:30][C:27]([CH:28]([OH:29])[C:14]2[C:13]([C:18]([O:20][CH2:21][CH3:22])=[O:19])=[N:12][N:11]([C:6]3[C:7]([O:9][CH3:10])=[N:8][C:3]([O:2][CH3:1])=[N:4][CH:5]=3)[C:15]=2[CH3:16])=[CH:26][CH:25]=1. The catalyst class is: 828. Reactant: [CH3:1][O:2][C:3]1[N:8]=[C:7]([O:9][CH3:10])[C:6]([N:11]2[C:15]([CH3:16])=[C:14](I)[C:13]([C:18]([O:20][CH2:21][CH3:22])=[O:19])=[N:12]2)=[CH:5][N:4]=1.[Cl:23][C:24]1[CH:31]=[CH:30][C:27]([CH:28]=[O:29])=[CH:26][CH:25]=1. (3) Reactant: [Cl:1][C:2]1[CH:7]=[CH:6][C:5]([C:8]2[CH:12]=[CH:11][NH:10][N:9]=2)=[CH:4][C:3]=1[CH2:13][NH:14][C:15](=[O:18])[O:16][CH3:17].Cl[C:20]1[S:24][N:23]=[C:22]([CH:25]([CH3:27])[CH3:26])[N:21]=1.C(=O)([O-])[O-].[K+].[K+].O. Product: [Cl:1][C:2]1[CH:7]=[CH:6][C:5]([C:8]2[CH:12]=[CH:11][N:10]([C:20]3[S:24][N:23]=[C:22]([CH:25]([CH3:27])[CH3:26])[N:21]=3)[N:9]=2)=[CH:4][C:3]=1[CH2:13][NH:14][C:15](=[O:18])[O:16][CH3:17]. The catalyst class is: 60. (4) Reactant: CN(C)[CH:3]=[CH:4][C:5]([C:7]1[C:12](=[O:13])[CH:11]=[CH:10][N:9]([C:14]2[CH:19]=[CH:18][C:17]([N:20]3[CH2:25][CH2:24][O:23][CH2:22][CH2:21]3)=[CH:16][CH:15]=2)[N:8]=1)=O.[CH3:27][CH:28]([CH3:32])[CH2:29][NH:30][NH2:31]. Product: [CH3:27][CH:28]([CH3:32])[CH2:29][N:30]1[C:5]([C:7]2[C:12](=[O:13])[CH:11]=[CH:10][N:9]([C:14]3[CH:15]=[CH:16][C:17]([N:20]4[CH2:25][CH2:24][O:23][CH2:22][CH2:21]4)=[CH:18][CH:19]=3)[N:8]=2)=[CH:4][CH:3]=[N:31]1. The catalyst class is: 5. (5) Product: [CH3:46][O:45][C:39]1[C:38](=[O:47])[C:37]([C:48]([OH:50])=[O:49])=[CH:36][N:35]([CH2:34][CH:33]=[O:32])[C:40]=1[C:41]([O:43][CH3:44])=[O:42]. Reactant: C[C@H]1N2C(C3N(C[C@@H]2OCC1)C=C(C(NCC1C=CC(F)=CC=1F)=O)C(=O)C=3O)=O.C[O:32][CH:33](OC)[CH2:34][N:35]1[C:40]([C:41]([O:43][CH3:44])=[O:42])=[C:39]([O:45][CH3:46])[C:38](=[O:47])[C:37]([C:48]([OH:50])=[O:49])=[CH:36]1.CS(O)(=O)=O. The catalyst class is: 15. (6) Reactant: S(Cl)(Cl)=O.C1(C2C=CC(C(O)=O)=CC=2)CCCCC1.C1(C2C=CC(C(Cl)=O)=CC=2)CCCCC1.[CH3:35][O:36][C:37]1[CH:38]=[C:39]2[C:44](=[CH:45][C:46]=1[O:47][CH3:48])[N:43]=[CH:42][CH:41]=[C:40]2[O:49][C:50]1[CH:56]=[CH:55][C:53]([NH2:54])=[CH:52][CH:51]=1.[CH:57]1([C:63]2[CH:68]=[CH:67][C:66]([C:69]([N:71]=[C:72]=[S:73])=[O:70])=[CH:65][CH:64]=2)[CH2:62][CH2:61][CH2:60][CH2:59][CH2:58]1. Product: [CH:57]1([C:63]2[CH:64]=[CH:65][C:66]([C:69]([NH:71][C:72]([NH:54][C:53]3[CH:55]=[CH:56][C:50]([O:49][C:40]4[C:39]5[C:44](=[CH:45][C:46]([O:47][CH3:48])=[C:37]([O:36][CH3:35])[CH:38]=5)[N:43]=[CH:42][CH:41]=4)=[CH:51][CH:52]=3)=[S:73])=[O:70])=[CH:67][CH:68]=2)[CH2:58][CH2:59][CH2:60][CH2:61][CH2:62]1. The catalyst class is: 234.